This data is from NCI-60 drug combinations with 297,098 pairs across 59 cell lines. The task is: Regression. Given two drug SMILES strings and cell line genomic features, predict the synergy score measuring deviation from expected non-interaction effect. (1) Drug 1: CC1=C2C(C(=O)C3(C(CC4C(C3C(C(C2(C)C)(CC1OC(=O)C(C(C5=CC=CC=C5)NC(=O)OC(C)(C)C)O)O)OC(=O)C6=CC=CC=C6)(CO4)OC(=O)C)OC)C)OC. Drug 2: CC(C)(C#N)C1=CC(=CC(=C1)CN2C=NC=N2)C(C)(C)C#N. Cell line: 786-0. Synergy scores: CSS=48.8, Synergy_ZIP=3.91, Synergy_Bliss=1.89, Synergy_Loewe=0.280, Synergy_HSA=2.94. (2) Drug 1: CC1=C2C(C(=O)C3(C(CC4C(C3C(C(C2(C)C)(CC1OC(=O)C(C(C5=CC=CC=C5)NC(=O)OC(C)(C)C)O)O)OC(=O)C6=CC=CC=C6)(CO4)OC(=O)C)OC)C)OC. Drug 2: CN(C(=O)NC(C=O)C(C(C(CO)O)O)O)N=O. Cell line: OVCAR-4. Synergy scores: CSS=36.6, Synergy_ZIP=3.91, Synergy_Bliss=2.72, Synergy_Loewe=-53.5, Synergy_HSA=2.58. (3) Drug 1: C1=NC2=C(N=C(N=C2N1C3C(C(C(O3)CO)O)F)Cl)N. Drug 2: C1=CC=C(C(=C1)C(C2=CC=C(C=C2)Cl)C(Cl)Cl)Cl. Cell line: NCIH23. Synergy scores: CSS=-3.23, Synergy_ZIP=-0.547, Synergy_Bliss=-4.40, Synergy_Loewe=-77.8, Synergy_HSA=-5.16. (4) Drug 1: CC1=C2C(C(=O)C3(C(CC4C(C3C(C(C2(C)C)(CC1OC(=O)C(C(C5=CC=CC=C5)NC(=O)OC(C)(C)C)O)O)OC(=O)C6=CC=CC=C6)(CO4)OC(=O)C)OC)C)OC. Drug 2: CS(=O)(=O)OCCCCOS(=O)(=O)C. Cell line: HOP-62. Synergy scores: CSS=31.8, Synergy_ZIP=-2.41, Synergy_Bliss=-4.24, Synergy_Loewe=-15.8, Synergy_HSA=-2.84.